From a dataset of Reaction yield outcomes from USPTO patents with 853,638 reactions. Predict the reaction yield, written as a fraction of the theoretical maximum amount of product (1.0 means a 100% yield; for example, 0.34 means a 34% yield). (1) The yield is 0.181. The reactants are [C:1]1([C:11](=O)[CH2:12][C:13]2[CH:18]=[CH:17][CH:16]=[CH:15][CH:14]=2)[C:10]2[C:5](=[CH:6][CH:7]=[CH:8][CH:9]=2)[CH:4]=[CH:3][CH:2]=1.[CH2:20]([O:22][C:23]1[CH:24]=[C:25]([CH:28]=[C:29]([N+:32]([O-:34])=[O:33])[C:30]=1[OH:31])[CH:26]=O)[CH3:21].[NH2:35][C:36]([NH2:38])=[O:37].Cl. The catalyst is CCO. The product is [CH2:20]([O:22][C:23]1[CH:24]=[C:25]([CH:26]2[C:12]([C:13]3[CH:18]=[CH:17][CH:16]=[CH:15][CH:14]=3)=[C:11]([C:1]3[C:10]4[C:5](=[CH:6][CH:7]=[CH:8][CH:9]=4)[CH:4]=[CH:3][CH:2]=3)[NH:38][C:36](=[O:37])[NH:35]2)[CH:28]=[C:29]([N+:32]([O-:34])=[O:33])[C:30]=1[OH:31])[CH3:21]. (2) The reactants are Br[C:2]1[CH:3]=[C:4]([OH:14])[CH:5]=[C:6]([O:8][C@@H:9]([CH3:13])[CH2:10][O:11][CH3:12])[CH:7]=1.[B:15]1([B:15]2[O:19][C:18]([CH3:21])([CH3:20])[C:17]([CH3:23])([CH3:22])[O:16]2)[O:19][C:18]([CH3:21])([CH3:20])[C:17]([CH3:23])([CH3:22])[O:16]1.C([O-])(=O)C.[K+].O. The catalyst is CN(C)C=O. The product is [CH3:12][O:11][CH2:10][C@H:9]([CH3:13])[O:8][C:6]1[CH:5]=[C:4]([OH:14])[CH:3]=[C:2]([B:15]2[O:19][C:18]([CH3:21])([CH3:20])[C:17]([CH3:23])([CH3:22])[O:16]2)[CH:7]=1. The yield is 0.890.